Dataset: Clinical trial toxicity outcomes and FDA approval status for drugs. Task: Regression/Classification. Given a drug SMILES string, predict its toxicity properties. Task type varies by dataset: regression for continuous values (e.g., LD50, hERG inhibition percentage) or binary classification for toxic/non-toxic outcomes (e.g., AMES mutagenicity, cardiotoxicity, hepatotoxicity). Dataset: clintox. (1) The compound is FC(F)=C(F)F. The result is 0 (passed clinical trial). (2) The compound is CC(C)(C)[NH2+]CC(O)c1ccc(O)c(CO)c1. The result is 0 (passed clinical trial). (3) The result is 0 (passed clinical trial). The compound is Nc1ncnc2c1ncn2[C@@H]1O[C@H](CO)[C@@H](O)[C@H]1O. (4) The compound is C[C@]12COC(=O)C[C@@H]1CC[C@@H]1[C@@H]2CC[C@@]2(C)[C@H]1CC[C@]2(C)O. The result is 0 (passed clinical trial). (5) The drug is [NH3+]CCCC([NH3+])(C(=O)[O-])C(F)F. The result is 0 (passed clinical trial).